From a dataset of Forward reaction prediction with 1.9M reactions from USPTO patents (1976-2016). Predict the product of the given reaction. (1) Given the reactants Cl[C:2]1[C:7]([C:8]([O:10][CH3:11])=[O:9])=[CH:6][N:5]=[C:4]([Cl:12])[CH:3]=1.[NH2:13][CH2:14][CH:15]1[CH2:20][CH2:19][N:18]([C:21]([O:23][C:24]([CH3:27])([CH3:26])[CH3:25])=[O:22])[CH2:17][CH2:16]1.C(N(CC)CC)C, predict the reaction product. The product is: [C:24]([O:23][C:21]([N:18]1[CH2:19][CH2:20][CH:15]([CH2:14][NH:13][C:2]2[C:7]([C:8]([O:10][CH3:11])=[O:9])=[CH:6][N:5]=[C:4]([Cl:12])[CH:3]=2)[CH2:16][CH2:17]1)=[O:22])([CH3:27])([CH3:26])[CH3:25]. (2) Given the reactants [C:1]1([S:7][C:8]2[CH:13]=[CH:12][C:11]([O:14][CH2:15][CH2:16][O:17][CH3:18])=[CH:10][CH:9]=2)[CH:6]=[CH:5][CH:4]=[CH:3][CH:2]=1.OO.O.O.O.O.O.S([O-])([O-])(=[O:28])=S.[Na+].[Na+].O, predict the reaction product. The product is: [C:1]1([S:7]([C:8]2[CH:9]=[CH:10][C:11]([O:14][CH2:15][CH2:16][O:17][CH3:18])=[CH:12][CH:13]=2)=[O:28])[CH:2]=[CH:3][CH:4]=[CH:5][CH:6]=1. (3) Given the reactants C(=O)([O-])[O-].[K+].[K+].[Cl:7][C:8]1[CH:15]=[CH:14][CH:13]=[CH:12][C:9]=1[CH2:10]Br.[CH3:16][O:17][C:18](=[O:32])[C:19]1[CH:24]=[C:23]([O:25][CH2:26][CH:27]=[C:28]([CH3:30])[CH3:29])[CH:22]=[C:21]([OH:31])[CH:20]=1, predict the reaction product. The product is: [CH3:16][O:17][C:18](=[O:32])[C:19]1[CH:24]=[C:23]([O:25][CH2:26][CH:27]=[C:28]([CH3:29])[CH3:30])[CH:22]=[C:21]([O:31][CH2:10][C:9]2[CH:12]=[CH:13][CH:14]=[CH:15][C:8]=2[Cl:7])[CH:20]=1.